From a dataset of Forward reaction prediction with 1.9M reactions from USPTO patents (1976-2016). Predict the product of the given reaction. (1) Given the reactants [CH2:1](I)[CH3:2].[F:4][C:5]1([F:12])[CH2:8][CH:7]([C:9]([OH:11])=[O:10])[CH2:6]1.C(=O)([O-])[O-].[Cs+].[Cs+], predict the reaction product. The product is: [CH2:1]([O:10][C:9]([CH:7]1[CH2:8][C:5]([F:12])([F:4])[CH2:6]1)=[O:11])[CH3:2]. (2) The product is: [Br:44][CH2:22][CH2:23][CH2:18][C:4]([C:5]1[CH:10]=[CH:9][C:8]([O:11][CH3:12])=[C:7]([O:13][CH3:14])[CH:6]=1)([C:3]([O:2][CH3:1])=[O:15])[C:37]([O:39][C:40]([CH3:41])([CH3:42])[CH3:43])=[O:38]. Given the reactants [CH3:1][O:2][C:3](=[O:15])[CH2:4][C:5]1[CH:10]=[CH:9][C:8]([O:11][CH3:12])=[C:7]([O:13][CH3:14])[CH:6]=1.CO[C:18]1C=C(CC#N)C=[CH:22][C:23]=1OC.[C:37](O[C:37]([O:39][C:40]([CH3:43])([CH3:42])[CH3:41])=[O:38])([O:39][C:40]([CH3:43])([CH3:42])[CH3:41])=[O:38].[Br:44]C(C)C.[Li+].CC([N-]C(C)C)C.C[Si]([N-][Si](C)(C)C)(C)C.[Na+].[H-].[Na+], predict the reaction product. (3) Given the reactants C1C=CC(P(C2C=CC=CC=2)C2C=CC=CC=2)=CC=1.[C:20]([O:24][C:25](=[O:40])[NH:26][C@@H:27]1[C:33](=[O:34])[NH:32][C:31]2[CH:35]=[C:36]([OH:39])[CH:37]=[CH:38][C:30]=2[CH2:29][CH2:28]1)([CH3:23])([CH3:22])[CH3:21].[N:41]1([CH2:46][CH2:47]O)[CH2:45][CH2:44][CH2:43][CH2:42]1.N(C(OC(C)(C)C)=O)=NC(OC(C)(C)C)=O, predict the reaction product. The product is: [C:20]([O:24][C:25](=[O:40])[NH:26][C@@H:27]1[C:33](=[O:34])[NH:32][C:31]2[CH:35]=[C:36]([O:39][CH2:47][CH2:46][N:41]3[CH2:45][CH2:44][CH2:43][CH2:42]3)[CH:37]=[CH:38][C:30]=2[CH2:29][CH2:28]1)([CH3:23])([CH3:21])[CH3:22]. (4) Given the reactants [Cl:1][C:2]1[CH:7]=[C:6](/[N:8]=[C:9](/[NH:12][C:13]#[N:14])\SC)[CH:5]=[C:4]([Cl:15])[C:3]=1[C:16]1[CH2:21][CH2:20][N:19]([C:22]([O:24][C:25]([CH3:28])([CH3:27])[CH3:26])=[O:23])[CH2:18][CH:17]=1.[NH2:29][NH2:30], predict the reaction product. The product is: [NH2:14][C:13]1[NH:30][N:29]=[C:9]([NH:8][C:6]2[CH:7]=[C:2]([Cl:1])[C:3]([C:16]3[CH2:21][CH2:20][N:19]([C:22]([O:24][C:25]([CH3:28])([CH3:27])[CH3:26])=[O:23])[CH2:18][CH:17]=3)=[C:4]([Cl:15])[CH:5]=2)[N:12]=1.